Dataset: Reaction yield outcomes from USPTO patents with 853,638 reactions. Task: Predict the reaction yield, written as a fraction of the theoretical maximum amount of product (1.0 means a 100% yield; for example, 0.34 means a 34% yield). (1) The reactants are [CH2:1]([N:8]1[C:16]2[C:11](=[CH:12][CH:13]=[CH:14][C:15]=2[CH2:17][CH3:18])[C:10]2[CH2:19][CH2:20][O:21][C:22]([CH2:25][C:26](O)=[O:27])([CH2:23][CH3:24])[C:9]1=2)[C:2]1[CH:7]=[CH:6][CH:5]=[CH:4][CH:3]=1. The catalyst is O1CCCC1. The product is [CH2:1]([N:8]1[C:16]2[C:11](=[CH:12][CH:13]=[CH:14][C:15]=2[CH2:17][CH3:18])[C:10]2[CH2:19][CH2:20][O:21][C:22]([CH2:25][CH2:26][OH:27])([CH2:23][CH3:24])[C:9]1=2)[C:2]1[CH:7]=[CH:6][CH:5]=[CH:4][CH:3]=1. The yield is 0.740. (2) The reactants are Cl.[Cl:2][C:3]1[CH:4]=[C:5]2[C:9](=[CH:10][CH:11]=1)[NH:8][CH:7]=[C:6]2[CH2:12][CH2:13][NH2:14].[CH3:15][C:16]1[CH:17]=[C:18]([N:23]2[CH2:27][CH2:26][CH:25]([C:28](O)=[O:29])[C:24]2=[O:31])[CH:19]=[CH:20][C:21]=1[CH3:22].CN(C(ON1N=NC2C=CC=NC1=2)=[N+](C)C)C.F[P-](F)(F)(F)(F)F.C(N(CC)C(C)C)(C)C. The catalyst is CN(C=O)C. The product is [Cl:2][C:3]1[CH:4]=[C:5]2[C:9](=[CH:10][CH:11]=1)[NH:8][CH:7]=[C:6]2[CH2:12][CH2:13][NH:14][C:28]([CH:25]1[CH2:26][CH2:27][N:23]([C:18]2[CH:19]=[CH:20][C:21]([CH3:22])=[C:16]([CH3:15])[CH:17]=2)[C:24]1=[O:31])=[O:29]. The yield is 0.520. (3) The reactants are COC1C=CC(P2(=S)SP(=S)(C3C=CC(OC)=CC=3)[S:10]2)=CC=1.[C:23]([C:27]1[CH:67]=[CH:66][C:30]([C:31]([NH:33][C@@H:34]([CH2:39][C:40]2[CH:45]=[CH:44][C:43]([C:46]([NH:48][NH:49][C:50](=O)[C:51]3[CH:56]=[CH:55][C:54]([O:57][CH2:58][CH2:59][CH2:60][CH2:61][CH2:62][CH2:63][CH3:64])=[CH:53][CH:52]=3)=O)=[CH:42][CH:41]=2)[C:35]([O:37][CH3:38])=[O:36])=[O:32])=[CH:29][CH:28]=1)([CH3:26])([CH3:25])[CH3:24]. The yield is 0.290. The product is [C:23]([C:27]1[CH:67]=[CH:66][C:30]([C:31]([NH:33][C@@H:34]([CH2:39][C:40]2[CH:45]=[CH:44][C:43]([C:46]3[S:10][C:50]([C:51]4[CH:56]=[CH:55][C:54]([O:57][CH2:58][CH2:59][CH2:60][CH2:61][CH2:62][CH2:63][CH3:64])=[CH:53][CH:52]=4)=[N:49][N:48]=3)=[CH:42][CH:41]=2)[C:35]([O:37][CH3:38])=[O:36])=[O:32])=[CH:29][CH:28]=1)([CH3:26])([CH3:25])[CH3:24]. The catalyst is C1COCC1.